This data is from Forward reaction prediction with 1.9M reactions from USPTO patents (1976-2016). The task is: Predict the product of the given reaction. (1) Given the reactants Br[C:2]1[C:10]2[CH:9]=[C:8]([C:11]([F:14])([F:13])[F:12])[S:7][C:6]=2[C:5]([O:15][CH3:16])=[CH:4][CH:3]=1.C([Li])CCC.CN(C)[C:24](=[O:27])[CH2:25][CH3:26].[Cl-].[NH4+], predict the reaction product. The product is: [CH3:16][O:15][C:5]1[C:6]2[S:7][C:8]([C:11]([F:14])([F:13])[F:12])=[CH:9][C:10]=2[C:2]([C:24](=[O:27])[CH2:25][CH3:26])=[CH:3][CH:4]=1. (2) Given the reactants [NH2:1][CH2:2][CH2:3][NH:4][C:5](=[O:7])[CH3:6].[Cl:8][C:9]1[CH:10]=[C:11]([CH:27]=[CH:28][CH:29]=1)[CH2:12][C:13]1[C:14]([CH3:26])=[N:15][C:16]2[N:17]([N:20]=[CH:21][C:22]=2[C:23](O)=[O:24])[C:18]=1[CH3:19], predict the reaction product. The product is: [C:5]([NH:4][CH2:3][CH2:2][NH:1][C:23]([C:22]1[CH:21]=[N:20][N:17]2[C:18]([CH3:19])=[C:13]([CH2:12][C:11]3[CH:27]=[CH:28][CH:29]=[C:9]([Cl:8])[CH:10]=3)[C:14]([CH3:26])=[N:15][C:16]=12)=[O:24])(=[O:7])[CH3:6]. (3) Given the reactants [CH:1]([C:3]1[C:4]([C:9]([O:11][CH2:12][CH3:13])=[O:10])=[C:5]([CH3:8])[NH:6][CH:7]=1)=[O:2].[H-].[Na+].Cl[CH2:17][O:18][CH2:19][CH2:20][Si:21]([CH3:24])([CH3:23])[CH3:22], predict the reaction product. The product is: [CH:1]([C:3]1[C:4]([C:9]([O:11][CH2:12][CH3:13])=[O:10])=[C:5]([CH3:8])[N:6]([CH2:17][O:18][CH2:19][CH2:20][Si:21]([CH3:24])([CH3:23])[CH3:22])[CH:7]=1)=[O:2]. (4) The product is: [Br:1][C:2]1[O:6][C:5]([C:7]2[C:12]([CH3:13])=[CH:11][N:10]=[C:9]([NH:14][C:15](=[O:17])[CH3:16])[CH:8]=2)=[CH:4][C:3]=1[C:18]1[N:22]=[CH:21][N:20]([CH2:39][O:38][CH2:37][CH2:36][Si:33]([CH3:35])([CH3:34])[CH3:32])[N:19]=1. Given the reactants [Br:1][C:2]1[O:6][C:5]([C:7]2[C:12]([CH3:13])=[CH:11][N:10]=[C:9]([NH:14][C:15](=[O:17])[CH3:16])[CH:8]=2)=[CH:4][C:3]=1[C:18]1[N:22]=[CH:21][NH:20][N:19]=1.CCN(C(C)C)C(C)C.[CH3:32][Si:33]([CH2:36][CH2:37][O:38][CH2:39]Cl)([CH3:35])[CH3:34], predict the reaction product. (5) Given the reactants C([O:3][C:4](=[O:24])[C:5]([O:21][CH2:22][CH3:23])=[CH:6][C:7]1([C:11]2[CH:16]=[CH:15][CH:14]=[CH:13][C:12]=2[C:17]([F:20])([F:19])[F:18])[CH2:10][CH2:9][CH2:8]1)C.[OH-].[Na+].C(O)C, predict the reaction product. The product is: [CH2:22]([O:21][C:5](=[CH:6][C:7]1([C:11]2[CH:16]=[CH:15][CH:14]=[CH:13][C:12]=2[C:17]([F:18])([F:19])[F:20])[CH2:10][CH2:9][CH2:8]1)[C:4]([OH:24])=[O:3])[CH3:23]. (6) Given the reactants [NH2:1][CH2:2][CH2:3][CH2:4][CH2:5][CH2:6][C:7]([OH:9])=[O:8].[C:10]1(=O)[O:15][C:13](=[O:14])[C:12]2=[CH:16][CH:17]=[CH:18][CH:19]=[C:11]12.C(N(CC)CC)C, predict the reaction product. The product is: [O:14]=[C:13]1[C:12]2[C:11](=[CH:19][CH:18]=[CH:17][CH:16]=2)[C:10](=[O:15])[N:1]1[CH2:2][CH2:3][CH2:4][CH2:5][CH2:6][C:7]([OH:9])=[O:8]. (7) Given the reactants Br[C:2]1[CH:3]=[N:4][CH:5]=[C:6]([CH:11]=1)[C:7]([O:9][CH3:10])=[O:8].[F:12][C:13]([F:25])([F:24])[O:14][C:15]1[CH:20]=[CH:19][C:18](B(O)O)=[CH:17][CH:16]=1, predict the reaction product. The product is: [F:12][C:13]([F:24])([F:25])[O:14][C:15]1[CH:20]=[CH:19][C:18]([C:2]2[CH:11]=[C:6]([C:7]([O:9][CH3:10])=[O:8])[CH:5]=[N:4][CH:3]=2)=[CH:17][CH:16]=1.